From a dataset of Catalyst prediction with 721,799 reactions and 888 catalyst types from USPTO. Predict which catalyst facilitates the given reaction. (1) Reactant: [CH2:1]([N:8]1[CH2:15][CH:14]2[CH:10]([C:11](=[O:20])[C:12]3[C:18](Br)=[CH:17][S:16][C:13]=32)[CH2:9]1)[C:2]1[CH:7]=[CH:6][CH:5]=[CH:4][CH:3]=1.[CH3:21][Zn]C.C1(C)C=CC=CC=1. Product: [CH2:1]([N:8]1[CH2:15][CH:14]2[CH:10]([C:11](=[O:20])[C:12]3[C:18]([CH3:21])=[CH:17][S:16][C:13]=32)[CH2:9]1)[C:2]1[CH:7]=[CH:6][CH:5]=[CH:4][CH:3]=1. The catalyst class is: 75. (2) Reactant: [CH3:1][N:2]1[CH:37]=[C:5]2[C:6]([O:28][C@@H:29]([C@@H:31]3[CH2:35][C:34](=[O:36])[NH:33][CH2:32]3)[CH3:30])=[N:7][C:8]([C:10]3[CH:11]=[N:12][N:13]([CH:15]4[CH2:20][CH2:19][N:18](C(OC(C)(C)C)=O)[CH2:17][CH2:16]4)[CH:14]=3)=[CH:9][C:4]2=[N:3]1. Product: [CH3:1][N:2]1[CH:37]=[C:5]2[C:6]([O:28][C@@H:29]([C@H:31]3[CH2:32][NH:33][C:34](=[O:36])[CH2:35]3)[CH3:30])=[N:7][C:8]([C:10]3[CH:11]=[N:12][N:13]([CH:15]4[CH2:16][CH2:17][NH:18][CH2:19][CH2:20]4)[CH:14]=3)=[CH:9][C:4]2=[N:3]1. The catalyst class is: 67. (3) Reactant: [CH2:1]([C:3]1[CH:23]=[CH:22][CH:21]=[C:20]([CH3:24])[C:4]=1[CH2:5][NH:6][C:7]1[C:8]2[N:9]([C:16]([CH3:19])=[N:17][N:18]=2)[CH:10]=[C:11]([C:13](O)=[O:14])[CH:12]=1)[CH3:2].C1N=[CH:28][N:27](C(N2C=NC=C2)=O)[CH:26]=1.CNC. Product: [CH2:1]([C:3]1[CH:23]=[CH:22][CH:21]=[C:20]([CH3:24])[C:4]=1[CH2:5][NH:6][C:7]1[C:8]2[N:9]([C:16]([CH3:19])=[N:17][N:18]=2)[CH:10]=[C:11]([C:13]([N:27]([CH3:28])[CH3:26])=[O:14])[CH:12]=1)[CH3:2]. The catalyst class is: 118. (4) The catalyst class is: 46. Reactant: [CH3:1][C:2]([O:9][C:10]1[CH:15]=[CH:14][CH:13]=[CH:12][CH:11]=1)([CH3:8])[C:3]([O:5][CH2:6][CH3:7])=[O:4].[Cl:16][S:17](O)(=[O:19])=[O:18].CN(C=O)C.S(Cl)(Cl)=O. Product: [Cl:16][S:17]([C:13]1[CH:12]=[CH:11][C:10]([O:9][C:2]([CH3:1])([CH3:8])[C:3]([O:5][CH2:6][CH3:7])=[O:4])=[CH:15][CH:14]=1)(=[O:19])=[O:18].